From a dataset of TCR-epitope binding with 47,182 pairs between 192 epitopes and 23,139 TCRs. Binary Classification. Given a T-cell receptor sequence (or CDR3 region) and an epitope sequence, predict whether binding occurs between them. (1) The epitope is ITEEVGHTDLMAAY. The TCR CDR3 sequence is CSVEEGAFGETQYF. Result: 0 (the TCR does not bind to the epitope). (2) The TCR CDR3 sequence is CASSTGTGWNEQFF. Result: 0 (the TCR does not bind to the epitope). The epitope is DRFYKTLRAEQASQEV. (3) The epitope is QECVRGTTVL. The TCR CDR3 sequence is CASSYSRDSSYEQYF. Result: 1 (the TCR binds to the epitope). (4) The epitope is LPRRSGAAGA. The TCR CDR3 sequence is CASSLAGVSGANVLTF. Result: 0 (the TCR does not bind to the epitope).